From a dataset of Forward reaction prediction with 1.9M reactions from USPTO patents (1976-2016). Predict the product of the given reaction. (1) The product is: [Cl:26][C:27]1[CH:35]=[CH:34][C:30]([C:31]([NH2:1])=[O:33])=[CH:29][C:28]=1[NH:36][C:53]([NH:52][C:49]1[CH:48]=[CH:47][C:46]([C:45]([F:55])([F:56])[F:44])=[CH:51][CH:50]=1)=[O:54]. Given the reactants [NH:1]1CCCCC1.CC(C)N=C=NC(C)C.C1C=CC2N(O)N=NC=2C=1.[Cl:26][C:27]1[CH:35]=[CH:34][C:30]([C:31]([OH:33])=O)=[CH:29][C:28]=1[N+:36]([O-])=O.O.O.[Sn](Cl)Cl.[F:44][C:45]([F:56])([F:55])[C:46]1[CH:51]=[CH:50][C:49]([N:52]=[C:53]=[O:54])=[CH:48][CH:47]=1, predict the reaction product. (2) Given the reactants Br[CH2:2][C:3]([C:5]1[C:10]([CH3:11])=[CH:9][C:8]([S:12]([CH3:15])(=[O:14])=[O:13])=[CH:7][C:6]=1[CH3:16])=O.[NH2:17][C:18]([NH2:20])=[S:19], predict the reaction product. The product is: [CH3:16][C:6]1[CH:7]=[C:8]([S:12]([CH3:15])(=[O:14])=[O:13])[CH:9]=[C:10]([CH3:11])[C:5]=1[C:3]1[N:17]=[C:18]([NH2:20])[S:19][CH:2]=1.